Dataset: Catalyst prediction with 721,799 reactions and 888 catalyst types from USPTO. Task: Predict which catalyst facilitates the given reaction. (1) Reactant: [Br-].[Cl:2][C:3]1[CH:10]=[CH:9][CH:8]=[CH:7][C:4]=1[CH2:5][Zn+].Cl[C:12]1[C:17]([C:18]([O:20][CH2:21][CH3:22])=[O:19])=[CH:16][N:15]=[C:14]([C:23]2[CH:28]=[CH:27][CH:26]=[CH:25][CH:24]=2)[N:13]=1. Product: [Cl:2][C:3]1[CH:10]=[CH:9][CH:8]=[CH:7][C:4]=1[CH2:5][C:16]1[C:17]([C:18]([O:20][CH2:21][CH3:22])=[O:19])=[CH:12][N:13]=[C:14]([C:23]2[CH:28]=[CH:27][CH:26]=[CH:25][CH:24]=2)[N:15]=1. The catalyst class is: 128. (2) Reactant: [O:1]1[C:6]2[CH:7]=[CH:8][CH:9]=[CH:10][C:5]=2[NH:4][C:3](=O)[CH2:2]1.[CH3:12][Mg]Cl.[BH4-].[Na+].[OH-].[Na+]. Product: [CH3:12][CH:3]1[NH:4][C:5]2[CH:10]=[CH:9][CH:8]=[CH:7][C:6]=2[O:1][CH2:2]1. The catalyst class is: 54. (3) Reactant: [CH:1]([O:4][C:5]([N:7]1[C:16]2[C:11](=[CH:12][C:13]([C:17]([F:20])([F:19])[F:18])=[CH:14][CH:15]=2)[C@H:10]([N:21]([C:37]2[N:38]=[N:39][N:40]([CH:42]3[CH2:45][N:44](C(C4C=CC=CC=4)C4C=CC=CC=4)[CH2:43]3)[N:41]=2)[CH2:22][C:23]2[CH:28]=[C:27]([C:29]([F:32])([F:31])[F:30])[CH:26]=[C:25]([C:33]([F:36])([F:35])[F:34])[CH:24]=2)[CH2:9][C@@H:8]1[CH3:59])=[O:6])([CH3:3])[CH3:2]. Product: [CH:1]([O:4][C:5]([N:7]1[C:16]2[C:11](=[CH:12][C:13]([C:17]([F:19])([F:20])[F:18])=[CH:14][CH:15]=2)[C@H:10]([N:21]([C:37]2[N:38]=[N:39][N:40]([CH:42]3[CH2:43][NH:44][CH2:45]3)[N:41]=2)[CH2:22][C:23]2[CH:28]=[C:27]([C:29]([F:30])([F:31])[F:32])[CH:26]=[C:25]([C:33]([F:35])([F:36])[F:34])[CH:24]=2)[CH2:9][C@@H:8]1[CH3:59])=[O:6])([CH3:3])[CH3:2]. The catalyst class is: 19. (4) The catalyst class is: 1. Product: [I:38][C:25]1[C:24]([O:23][CH3:22])=[CH:29][C:28]([O:30][CH3:31])=[CH:27][C:26]=1[C:6]1[C:5]([CH:2]([CH3:4])[CH3:3])=[CH:10][C:9]([CH:11]([CH3:13])[CH3:12])=[CH:8][C:7]=1[CH:14]([CH3:16])[CH3:15]. Reactant: [Mg].[CH:2]([C:5]1[CH:10]=[C:9]([CH:11]([CH3:13])[CH3:12])[CH:8]=[C:7]([CH:14]([CH3:16])[CH3:15])[C:6]=1Br)([CH3:4])[CH3:3].BrCCBr.[CH3:22][O:23][C:24]1[CH:25]=[C:26](F)[CH:27]=[C:28]([O:30][CH3:31])[CH:29]=1.[Li]CCCC.[I:38]I.